Dataset: Full USPTO retrosynthesis dataset with 1.9M reactions from patents (1976-2016). Task: Predict the reactants needed to synthesize the given product. (1) Given the product [F:97][C:80]1([F:79])[C:84]2[N:85]([CH2:92][C:51]([NH:53][C@H:54]([C:64]3[C:69]([C:30]4[CH:31]=[CH:32][C:33]([F:45])=[C:34]5[C:38]=4[N:37]([CH3:39])[N:36]=[C:35]5[NH:40][S:41]([CH3:44])(=[O:43])=[O:42])=[CH:68][CH:67]=[C:66]([C:73]#[C:74][C:75]([OH:78])([CH3:76])[CH3:77])[N:65]=3)[CH2:55][C:56]3[CH:61]=[C:60]([F:62])[CH:59]=[C:58]([F:63])[CH:57]=3)=[O:50])[N:86]=[C:87]([C:88]([F:91])([F:90])[F:89])[C:83]=2[C@H:82]2[CH2:96][C@@H:81]12, predict the reactants needed to synthesize it. The reactants are: BrC1N=C([C@@H](NC(OC(C)(C)C)=O)CC2C=C(F)C=C(F)C=2)C(B(O)O)=CC=1.Br[C:30]1[CH:31]=[CH:32][C:33]([F:45])=[C:34]2[C:38]=1[N:37]([CH3:39])[N:36]=[C:35]2[NH:40][S:41]([CH3:44])(=[O:43])=[O:42].C([O:50][C:51]([NH:53][C@H:54]([C:64]1[C:69](B(O)O)=[CH:68][CH:67]=[C:66]([C:73]#[C:74][C:75]([OH:78])([CH3:77])[CH3:76])[N:65]=1)[CH2:55][C:56]1[CH:61]=[C:60]([F:62])[CH:59]=[C:58]([F:63])[CH:57]=1)=O)(C)(C)C.[F:79][C:80]1([F:97])[C:84]2[N:85]([CH2:92]C(O)=O)[N:86]=[C:87]([C:88]([F:91])([F:90])[F:89])[C:83]=2[C@H:82]2[CH2:96][C@@H:81]12. (2) Given the product [NH2:2][C:1](=[O:3])[C@@H:4]([NH:9][C:10](=[O:11])[C:12]1[CH:17]=[CH:16][C:15]([CH:26]2[CH2:28][CH2:27]2)=[C:14]([O:19][CH2:20][CH:21]2[CH2:25][CH2:24][CH2:23][O:22]2)[N:13]=1)[CH2:5][CH:6]([CH3:8])[CH3:7], predict the reactants needed to synthesize it. The reactants are: [C:1]([C@@H:4]([NH:9][C:10]([C:12]1[CH:17]=[CH:16][C:15](Br)=[C:14]([O:19][CH2:20][CH:21]2[CH2:25][CH2:24][CH2:23][O:22]2)[N:13]=1)=[O:11])[CH2:5][CH:6]([CH3:8])[CH3:7])(=[O:3])[NH2:2].[CH:26]1([B-](F)(F)F)[CH2:28][CH2:27]1.[K+].